This data is from Full USPTO retrosynthesis dataset with 1.9M reactions from patents (1976-2016). The task is: Predict the reactants needed to synthesize the given product. (1) Given the product [NH2:17][C:2]1[C:11]2[C:6](=[CH:7][C:8]([C:12]([F:15])([F:14])[F:13])=[CH:9][CH:10]=2)[N:5]=[CH:4][CH:3]=1, predict the reactants needed to synthesize it. The reactants are: Cl[C:2]1[C:11]2[C:6](=[CH:7][C:8]([C:12]([F:15])([F:14])[F:13])=[CH:9][CH:10]=2)[N:5]=[CH:4][CH:3]=1.[Cl-].[NH4+:17]. (2) Given the product [CH3:14][O:13][C:9]1[CH:8]=[C:7]([P:23](=[O:26])([O:25][CH2:27][CH3:28])[O:24][CH2:30][CH3:31])[CH:12]=[CH:11][CH:10]=1, predict the reactants needed to synthesize it. The reactants are: FC(F)(F)S(O[C:7]1[CH:12]=[CH:11][CH:10]=[C:9]([O:13][CH3:14])[C:8]=1[Si](C)(C)C)(=O)=O.[F-].[Cs+].[P:23]([O-:26])([O-:25])[O-:24].[C:27](#N)[CH3:28].[CH3:30][CH2:31]OC(C)=O. (3) Given the product [Cl:15][C:16]1[CH:17]=[CH:18][C:19]([C:22]2[CH:26]=[C:25]([NH:27][C:34](=[O:49])[CH2:35][C:7]3[C:6]4[C:5](=[O:12])[N:4]([CH3:13])[C:3](=[O:14])[N:2]([CH3:1])[C:10]=4[S:9][CH:8]=3)[O:24][N:23]=2)=[CH:20][CH:21]=1, predict the reactants needed to synthesize it. The reactants are: [CH3:1][N:2]1[C:7]2=[CH:8][S:9][C:10](C)=[C:6]2[C:5](=[O:12])[N:4]([CH3:13])[C:3]1=[O:14].[Cl:15][C:16]1[CH:21]=[CH:20][C:19]([C:22]2[CH:26]=[C:25]([NH2:27])[O:24][N:23]=2)=[CH:18][CH:17]=1.CCN=C=NC[CH2:34][CH2:35]N(C)C.Cl.C1C=CC2N([OH:49])N=NC=2C=1.